Task: Predict which catalyst facilitates the given reaction.. Dataset: Catalyst prediction with 721,799 reactions and 888 catalyst types from USPTO (1) Reactant: [F:1][C:2]1[N:10]=[CH:9][C:8]([CH3:11])=[CH:7][C:3]=1[C:4](O)=[O:5].Cl.[CH3:13][NH:14][O:15][CH3:16].C(N(C(C)C)CC)(C)C.CN(C(ON1N=NC2C=CC=CC1=2)=[N+](C)C)C.[B-](F)(F)(F)F. Product: [F:1][C:2]1[N:10]=[CH:9][C:8]([CH3:11])=[CH:7][C:3]=1[C:4]([N:14]([O:15][CH3:16])[CH3:13])=[O:5]. The catalyst class is: 4. (2) Reactant: Cl.[NH2:2][C@H:3]([C:10]1[CH:15]=[C:14]([C:16]([CH3:19])([CH3:18])[CH3:17])[CH:13]=[C:12]([C:20]([CH3:23])([CH3:22])[CH3:21])[CH:11]=1)[CH2:4][C:5]([O:7][CH2:8][CH3:9])=[O:6].[CH3:24][C:25]([O:28][C:29]([NH:31][CH2:32][C:33](ON1C(=O)CCC1=O)=[O:34])=[O:30])([CH3:27])[CH3:26].C(N(CC)CC)C. Product: [C:25]([O:28][C:29]([NH:31][CH2:32][C:33]([NH:2][C@H:3]([C:10]1[CH:11]=[C:12]([C:20]([CH3:22])([CH3:21])[CH3:23])[CH:13]=[C:14]([C:16]([CH3:19])([CH3:18])[CH3:17])[CH:15]=1)[CH2:4][C:5]([O:7][CH2:8][CH3:9])=[O:6])=[O:34])=[O:30])([CH3:27])([CH3:26])[CH3:24]. The catalyst class is: 3. (3) Reactant: [C:1]([C:3]1([C:6]2[CH:7]=[C:8]([CH:30]=[CH:31][CH:32]=2)[C:9]([NH:11][C:12]2[CH:17]=[CH:16][C:15]([O:18][CH3:19])=[C:14]([O:20][C:21]3[CH:26]=[CH:25][C:24]([N+:27]([O-])=O)=[CH:23][N:22]=3)[CH:13]=2)=[O:10])[CH2:5][CH2:4]1)#[N:2].CO. Product: [NH2:27][C:24]1[CH:25]=[CH:26][C:21]([O:20][C:14]2[CH:13]=[C:12]([NH:11][C:9](=[O:10])[C:8]3[CH:30]=[CH:31][CH:32]=[C:6]([C:3]4([C:1]#[N:2])[CH2:5][CH2:4]4)[CH:7]=3)[CH:17]=[CH:16][C:15]=2[O:18][CH3:19])=[N:22][CH:23]=1. The catalyst class is: 457.